This data is from Retrosynthesis with 50K atom-mapped reactions and 10 reaction types from USPTO. The task is: Predict the reactants needed to synthesize the given product. Given the product COC(=O)c1ccc2ccn(-c3ccc(C)cc3)c2c1, predict the reactants needed to synthesize it. The reactants are: COC(=O)c1ccc2cc[nH]c2c1.Cc1ccc(Br)cc1.